Predict the product of the given reaction. From a dataset of Forward reaction prediction with 1.9M reactions from USPTO patents (1976-2016). (1) Given the reactants [CH:1]1([CH:5]([NH:21][CH:22]=O)[CH2:6][C:7]2[CH:12]=[CH:11][C:10]([O:13][CH3:14])=[C:9]([O:15][CH2:16][CH2:17][CH2:18][O:19][CH3:20])[CH:8]=2)[CH2:4][CH2:3][CH2:2]1.O=P(Cl)(Cl)Cl, predict the reaction product. The product is: [CH:1]1([CH:5]2[CH2:6][C:7]3[C:12](=[CH:11][C:10]([O:13][CH3:14])=[C:9]([O:15][CH2:16][CH2:17][CH2:18][O:19][CH3:20])[CH:8]=3)[CH:22]=[N:21]2)[CH2:2][CH2:3][CH2:4]1. (2) Given the reactants [Cl:1][C:2]1[C:3]([C:23]2[C:28]([CH3:29])=[CH:27][C:26]([CH3:30])=[CH:25][N:24]=2)=[C:4]([F:22])[C:5]([N:8]2[CH2:13][CH2:12][CH:11]([NH:14]C(=O)OC(C)(C)C)[CH2:10][CH2:9]2)=[N:6][CH:7]=1.O1CCOCC1.CO, predict the reaction product. The product is: [Cl:1][C:2]1[C:3]([C:23]2[C:28]([CH3:29])=[CH:27][C:26]([CH3:30])=[CH:25][N:24]=2)=[C:4]([F:22])[C:5]([N:8]2[CH2:9][CH2:10][CH:11]([NH2:14])[CH2:12][CH2:13]2)=[N:6][CH:7]=1. (3) Given the reactants [NH2:1][CH:2]1[CH:11]([CH2:12][C:13]2[CH:18]=[CH:17][CH:16]=[CH:15][CH:14]=2)[C:10]2[CH:9]=[C:8]([CH2:19][NH:20][S:21]([C:24]3[N:25]=[CH:26][N:27]([CH3:29])[CH:28]=3)(=[O:23])=[O:22])[CH:7]=[CH:6][C:5]=2[CH2:4][CH2:3]1.N1C=CC=CC=1.Cl[CH2:37][CH2:38][CH2:39][C:40](Cl)=[O:41].[OH-].[Na+], predict the reaction product. The product is: [CH2:12]([CH:11]1[C:10]2[CH:9]=[C:8]([CH2:19][NH:20][S:21]([C:24]3[N:25]=[CH:26][N:27]([CH3:29])[CH:28]=3)(=[O:23])=[O:22])[CH:7]=[CH:6][C:5]=2[CH2:4][CH2:3][CH:2]1[N:1]1[CH2:37][CH2:38][CH2:39][C:40]1=[O:41])[C:13]1[CH:14]=[CH:15][CH:16]=[CH:17][CH:18]=1.